The task is: Predict the reaction yield, written as a fraction of the theoretical maximum amount of product (1.0 means a 100% yield; for example, 0.34 means a 34% yield).. This data is from Reaction yield outcomes from USPTO patents with 853,638 reactions. (1) The reactants are [Br:1][C:2]1[C:3]([CH3:18])=[C:4]2[C:11]([C:12]#[N:13])=[CH:10][N:9](C(C)(C)C)[C:5]2=[N:6][C:7]=1[CH3:8].[Cl-].[Cl-].[Cl-].[Al+3].O.Cl. The catalyst is ClC1C=CC=CC=1.ClCCl. The product is [Br:1][C:2]1[C:3]([CH3:18])=[C:4]2[C:11]([C:12]#[N:13])=[CH:10][NH:9][C:5]2=[N:6][C:7]=1[CH3:8]. The yield is 0.900. (2) The reactants are [F:1][C:2]1[CH:9]=[CH:8][C:5]([CH:6]=O)=[CH:4][CH:3]=1.[CH3:10][N:11]1[CH:15]=[CH:14][N:13]=[C:12]1/[CH:16]=[N:17]/[C:18]1[CH:26]=[CH:25][CH:24]=[C:23]2[C:19]=1[CH2:20][O:21][C:22]2=[O:27].[O-:28][CH2:29][CH3:30].[Na+].C(O)C. The catalyst is C(OCC)(=O)CC. The product is [F:1][C:2]1[CH:9]=[CH:8][C:5]([CH:6]2[C:29](=[O:28])[C:30]3[C:23]([C:22]([O:21][CH2:20][CH3:19])=[O:27])=[CH:24][CH:25]=[CH:26][C:18]=3[NH:17][CH:16]2[C:12]2[N:11]([CH3:10])[CH:15]=[CH:14][N:13]=2)=[CH:4][CH:3]=1. The yield is 0.250. (3) The reactants are [Br:1][C:2]1[CH:3]=[C:4]([N:8]2[C:16]3[CH:15]=[C:14](Cl)[N:13]=[CH:12][C:11]=3[C:10]([C:18]([O:20]C)=[O:19])=[N:9]2)[CH:5]=[CH:6][CH:7]=1.[O-:22][CH2:23][CH3:24].[Na+].CN(C=O)C.Cl. The catalyst is C(O)C. The product is [Br:1][C:2]1[CH:3]=[C:4]([N:8]2[C:16]3[CH:15]=[C:14]([O:22][CH2:23][CH3:24])[N:13]=[CH:12][C:11]=3[C:10]([C:18]([OH:20])=[O:19])=[N:9]2)[CH:5]=[CH:6][CH:7]=1. The yield is 0.740. (4) The reactants are [Cl:1][C:2]1[CH:7]=[C:6]([C:8]2[C:9]3[C:10]4[CH:23]=[CH:22][S:21][C:11]=4[C:12](=[O:20])[NH:13][C:14]=3[CH:15]=[CH:16][C:17]=2[O:18]C)[CH:5]=[CH:4][C:3]=1[CH:24]([CH3:34])[CH2:25][NH:26]C(=O)OC(C)(C)C.B(Br)(Br)Br. The catalyst is C(Cl)Cl. The product is [ClH:1].[NH2:26][CH2:25][CH:24]([C:3]1[CH:4]=[CH:5][C:6]([C:8]2[C:9]3[C:10]4[CH:23]=[CH:22][S:21][C:11]=4[C:12](=[O:20])[NH:13][C:14]=3[CH:15]=[CH:16][C:17]=2[OH:18])=[CH:7][C:2]=1[Cl:1])[CH3:34]. The yield is 0.430.